Dataset: Catalyst prediction with 721,799 reactions and 888 catalyst types from USPTO. Task: Predict which catalyst facilitates the given reaction. Reactant: [C:1]([C:3]1[C:4]([CH2:21][CH:22]([CH3:24])[CH3:23])=[N:5][C:6]([CH3:20])=[C:7]([C:12]=1[C:13]1[CH:18]=[CH:17][C:16]([CH3:19])=[CH:15][CH:14]=1)[C:8]([O:10][CH3:11])=[O:9])#[N:2].N.O1CCCC1. Product: [NH2:2][CH2:1][C:3]1[C:4]([CH2:21][CH:22]([CH3:24])[CH3:23])=[N:5][C:6]([CH3:20])=[C:7]([C:12]=1[C:13]1[CH:14]=[CH:15][C:16]([CH3:19])=[CH:17][CH:18]=1)[C:8]([O:10][CH3:11])=[O:9]. The catalyst class is: 227.